This data is from NCI-60 drug combinations with 297,098 pairs across 59 cell lines. The task is: Regression. Given two drug SMILES strings and cell line genomic features, predict the synergy score measuring deviation from expected non-interaction effect. Drug 1: C#CCC(CC1=CN=C2C(=N1)C(=NC(=N2)N)N)C3=CC=C(C=C3)C(=O)NC(CCC(=O)O)C(=O)O. Drug 2: COCCOC1=C(C=C2C(=C1)C(=NC=N2)NC3=CC=CC(=C3)C#C)OCCOC.Cl. Cell line: NCI/ADR-RES. Synergy scores: CSS=-2.82, Synergy_ZIP=-0.642, Synergy_Bliss=-1.88, Synergy_Loewe=-4.46, Synergy_HSA=-4.46.